From a dataset of Drug-target binding data from BindingDB using Ki measurements. Regression. Given a target protein amino acid sequence and a drug SMILES string, predict the binding affinity score between them. We predict pKi (pKi = -log10(Ki in M); higher means stronger inhibition). Dataset: bindingdb_ki. (1) The drug is [NH3+]C1(C(=O)[O-])CCC1. The target protein (Q00985) has sequence MATFPVVDLSLVNGEERAATLEKINDACENWGFFELVNHGMSTELLDTVEKMTKDHYKKTMEQRFKEMVAAKGLDDVQSEIHDLDWESTFFLRHLPSSNISEIPDLEEEYRKTMKEFAVELEKLAEKLLDLLCENLGLEKGYLKKVFYGSKGPNFGTKVSNYPPCPKPDLIKGLRAHSDAGGIILLFQDDKVSGLQLLKDGEWVDVPPMHHSIVINLGDQIEVITNGKYKSVMHRVIAQSDGTRMSIASFYNPGNDSFISPAPAVLEKKTEDAPTYPKFVFDDYMKLYSGLKFQAKEPRFEAMKAKESTPVATA. The pKi is 3.7. (2) The drug is C[N+]1(C)CCO[C@@](O)(c2ccc(-c3ccc([C@@]4(O)C[N+](C)(C)CCO4)cc3)cc2)C1. The target protein (Q9JMD7) has sequence MPFHVEGLVAIILFYLLIFLVGIWAAWKTKNSGNAEERSEAIIVGGRDIGLLVGGFTMTATWVGGGYINGTAEAVYGPGCGLAWAQAPIGYSLSLILGGLFFAKPMRSKGYVTMLDPFQQIYGKRMGGLLFIPALMGEMFWAAAIFSALGATISVIIDVDVNISVIVSALIAILYTLVGGLYSVAYTDVVQLFCIFIGLWISVPFALSHPAVTDIGFTAVHAKYQSPWLGTIESVEVYTWLDNFLLLMLGGIPWQAYFQRVLSSSSATYAQVLSFLAAFGCLVMALPAICIGAIGASTDWNQTAYGFPDPKTKEEADMILPIVLQYLCPVYISFFGLGAVSAAVMSSADSSILSASSMFARNIYQLSFRQNASDKEIVWVMRITVFVFGASATAMALLTKTVYGLWYLSSDLVYIIIFPQLLCVLFIKGTNTYGAVAGYIFGLFLRITGGEPYLYLQPLIFYPGYYPDKNGIYNQRFPFKTLSMVTSFFTNICVSYLAKY.... The pKi is 8.0. (3) The drug is Cc1ccccc1C(=O)Nc1ccc(C(=O)N2CCCC(O)c3cc(Cl)ccc32)c(C)c1. The target protein (P35347) has sequence MGQRPQLRLVKALLLLGLNPVSTSLQDQQCESLSLASNVSGLQCNASVDLIGTCWPRSPAGQLVVRPCPAFFYGVRYNTTNNGYRECLANGSWAARVNYSECQEILNEEKKSKVHYHIAVIINYLGHCISLVALLVAFVLFLRLRSIRCLRNIIHWNLISAFILRNATWFVVQLTVSPEVHQSNVAWCRLVTAAYNYFHVTNFFWMFGEGCYLHTAIVLTYSTDRLRKWMFVCIGWGVPFPIIVAWAIGKLYYDNEKCWFGKRPGVYTDYIYQGPMILVLLINFIFLFNIVRILMTKLRASTTSETIQYRKAVKATLVLLPLLGITYMLFFVNPGEDEVSRVVFIYFNSFLESFQGFFVSVFYCFLNSEVRSAIRKRWRRWQDKHSIRARVARAMSIPTSPTRVSFHSIKQSTAV. The pKi is 8.9.